From a dataset of NCI-60 drug combinations with 297,098 pairs across 59 cell lines. Regression. Given two drug SMILES strings and cell line genomic features, predict the synergy score measuring deviation from expected non-interaction effect. (1) Synergy scores: CSS=51.2, Synergy_ZIP=0.0199, Synergy_Bliss=-1.43, Synergy_Loewe=2.63, Synergy_HSA=5.37. Cell line: SW-620. Drug 2: CC1OCC2C(O1)C(C(C(O2)OC3C4COC(=O)C4C(C5=CC6=C(C=C35)OCO6)C7=CC(=C(C(=C7)OC)O)OC)O)O. Drug 1: C1=CC(=CC=C1CCC2=CNC3=C2C(=O)NC(=N3)N)C(=O)NC(CCC(=O)O)C(=O)O. (2) Drug 1: COC1=C(C=C2C(=C1)N=CN=C2NC3=CC(=C(C=C3)F)Cl)OCCCN4CCOCC4. Drug 2: CC1=C(C(=O)C2=C(C1=O)N3CC4C(C3(C2COC(=O)N)OC)N4)N. Cell line: M14. Synergy scores: CSS=46.3, Synergy_ZIP=-7.26, Synergy_Bliss=-3.19, Synergy_Loewe=-19.2, Synergy_HSA=-0.106. (3) Drug 1: COC1=C(C=C2C(=C1)N=CN=C2NC3=CC(=C(C=C3)F)Cl)OCCCN4CCOCC4. Drug 2: CC1C(C(CC(O1)OC2CC(CC3=C2C(=C4C(=C3O)C(=O)C5=CC=CC=C5C4=O)O)(C(=O)C)O)N)O. Cell line: OVCAR-5. Synergy scores: CSS=47.5, Synergy_ZIP=2.68, Synergy_Bliss=6.52, Synergy_Loewe=9.20, Synergy_HSA=9.97.